This data is from NCI-60 drug combinations with 297,098 pairs across 59 cell lines. The task is: Regression. Given two drug SMILES strings and cell line genomic features, predict the synergy score measuring deviation from expected non-interaction effect. (1) Drug 1: CC12CCC(CC1=CCC3C2CCC4(C3CC=C4C5=CN=CC=C5)C)O. Drug 2: C1C(C(OC1N2C=C(C(=O)NC2=O)F)CO)O. Cell line: LOX IMVI. Synergy scores: CSS=58.4, Synergy_ZIP=3.16, Synergy_Bliss=-0.355, Synergy_Loewe=0.369, Synergy_HSA=3.80. (2) Drug 1: CC1=C2C(C(=O)C3(C(CC4C(C3C(C(C2(C)C)(CC1OC(=O)C(C(C5=CC=CC=C5)NC(=O)OC(C)(C)C)O)O)OC(=O)C6=CC=CC=C6)(CO4)OC(=O)C)O)C)O. Drug 2: C(CN)CNCCSP(=O)(O)O. Cell line: BT-549. Synergy scores: CSS=15.6, Synergy_ZIP=-6.69, Synergy_Bliss=-9.95, Synergy_Loewe=-84.9, Synergy_HSA=-7.81. (3) Drug 1: COC1=C(C=C2C(=C1)N=CN=C2NC3=CC(=C(C=C3)F)Cl)OCCCN4CCOCC4. Drug 2: CN1C(=O)N2C=NC(=C2N=N1)C(=O)N. Cell line: PC-3. Synergy scores: CSS=18.4, Synergy_ZIP=-1.87, Synergy_Bliss=3.31, Synergy_Loewe=-10.2, Synergy_HSA=2.85. (4) Drug 1: CCCS(=O)(=O)NC1=C(C(=C(C=C1)F)C(=O)C2=CNC3=C2C=C(C=N3)C4=CC=C(C=C4)Cl)F. Drug 2: CC(CN1CC(=O)NC(=O)C1)N2CC(=O)NC(=O)C2. Cell line: NCI-H226. Synergy scores: CSS=12.3, Synergy_ZIP=-3.07, Synergy_Bliss=2.53, Synergy_Loewe=-0.0478, Synergy_HSA=0.908. (5) Drug 1: CS(=O)(=O)CCNCC1=CC=C(O1)C2=CC3=C(C=C2)N=CN=C3NC4=CC(=C(C=C4)OCC5=CC(=CC=C5)F)Cl. Drug 2: CN(CC1=CN=C2C(=N1)C(=NC(=N2)N)N)C3=CC=C(C=C3)C(=O)NC(CCC(=O)O)C(=O)O. Cell line: SNB-19. Synergy scores: CSS=57.9, Synergy_ZIP=-0.432, Synergy_Bliss=-0.292, Synergy_Loewe=-21.8, Synergy_HSA=-0.882. (6) Drug 1: CC1C(C(CC(O1)OC2CC(CC3=C2C(=C4C(=C3O)C(=O)C5=C(C4=O)C(=CC=C5)OC)O)(C(=O)C)O)N)O.Cl. Drug 2: C1=CC(=CC=C1C#N)C(C2=CC=C(C=C2)C#N)N3C=NC=N3. Cell line: NCI/ADR-RES. Synergy scores: CSS=-3.78, Synergy_ZIP=-0.139, Synergy_Bliss=-2.99, Synergy_Loewe=-4.47, Synergy_HSA=-4.62. (7) Drug 1: CCC1(CC2CC(C3=C(CCN(C2)C1)C4=CC=CC=C4N3)(C5=C(C=C6C(=C5)C78CCN9C7C(C=CC9)(C(C(C8N6C)(C(=O)OC)O)OC(=O)C)CC)OC)C(=O)OC)O.OS(=O)(=O)O. Drug 2: C1CN(P(=O)(OC1)NCCCl)CCCl. Cell line: LOX IMVI. Synergy scores: CSS=3.84, Synergy_ZIP=-2.59, Synergy_Bliss=0.684, Synergy_Loewe=1.49, Synergy_HSA=1.50.